This data is from Catalyst prediction with 721,799 reactions and 888 catalyst types from USPTO. The task is: Predict which catalyst facilitates the given reaction. (1) Reactant: [F:1][C:2]1[CH:7]=[CH:6][C:5]([S:8]([NH:11][C:12]2[C:21]([C:22]([O:24]C)=[O:23])=[C:20]3[C:15]([C@H:16]4[CH2:26][C@H:17]4[CH2:18][O:19]3)=[CH:14][CH:13]=2)(=[O:10])=[O:9])=[C:4]([CH2:27][CH:28]2[CH2:35][N:34]3[CH:30]([CH2:31][CH2:32][CH2:33]3)[CH2:29]2)[CH:3]=1.O.[OH-].[Li+]. Product: [F:1][C:2]1[CH:7]=[CH:6][C:5]([S:8]([NH:11][C:12]2[C:21]([C:22]([OH:24])=[O:23])=[C:20]3[C:15]([C@H:16]4[CH2:26][C@H:17]4[CH2:18][O:19]3)=[CH:14][CH:13]=2)(=[O:9])=[O:10])=[C:4]([CH2:27][CH:28]2[CH2:35][N:34]3[CH:30]([CH2:31][CH2:32][CH2:33]3)[CH2:29]2)[CH:3]=1. The catalyst class is: 38. (2) Reactant: [BrH:1].S(=O)(=O)(O)O.[Cl:7][C:8]1[CH:17]=[C:16]2[C:11]([C:12]([NH:18][CH2:19][CH2:20]O)=[CH:13][CH:14]=[N:15]2)=[CH:10][CH:9]=1.C([O-])(O)=O.[Na+]. Product: [Cl:7][C:8]1[CH:17]=[C:16]2[C:11]([C:12]([NH:18][CH2:19][CH2:20][Br:1])=[CH:13][CH:14]=[N:15]2)=[CH:10][CH:9]=1. The catalyst class is: 6.